From a dataset of Reaction yield outcomes from USPTO patents with 853,638 reactions. Predict the reaction yield, written as a fraction of the theoretical maximum amount of product (1.0 means a 100% yield; for example, 0.34 means a 34% yield). The reactants are [CH:1]([C:4]1[CH:9]=[CH:8][C:7]([CH:10]2[C:14]3[C:15]([CH3:22])=[C:16]([OH:21])[C:17]([CH3:20])=[C:18]([CH3:19])[C:13]=3[O:12][C:11]2([CH3:24])[CH3:23])=[CH:6][CH:5]=1)([CH3:3])[CH3:2].[CH3:25][O:26][C:27]1[CH:34]=[CH:33][C:30]([CH2:31]Cl)=[CH:29][CH:28]=1. No catalyst specified. The product is [CH:1]([C:4]1[CH:9]=[CH:8][C:7]([CH:10]2[C:14]3[C:15]([CH3:22])=[C:16]([O:21][CH2:31][C:30]4[CH:33]=[CH:34][C:27]([O:26][CH3:25])=[CH:28][CH:29]=4)[C:17]([CH3:20])=[C:18]([CH3:19])[C:13]=3[O:12][C:11]2([CH3:24])[CH3:23])=[CH:6][CH:5]=1)([CH3:3])[CH3:2]. The yield is 0.490.